Task: Predict the reactants needed to synthesize the given product.. Dataset: Full USPTO retrosynthesis dataset with 1.9M reactions from patents (1976-2016) The reactants are: [NH2:1][CH:2]1[CH2:7][CH2:6][CH2:5][N:4]([C:8]2[N:17]([CH2:18][C:19]3[CH:26]=[CH:25][CH:24]=[CH:23][C:20]=3[C:21]#[N:22])[C:16](=[O:27])[C:15]3[C:10](=[CH:11][CH:12]=[C:13]([F:28])[CH:14]=3)[N:9]=2)[CH2:3]1.[OH-:29].[Na+].OO.Cl. Given the product [NH2:1][C@@H:2]1[CH2:7][CH2:6][CH2:5][N:4]([C:8]2[N:17]([CH2:18][C:19]3[CH:26]=[CH:25][CH:24]=[CH:23][C:20]=3[C:21]([NH2:22])=[O:29])[C:16](=[O:27])[C:15]3[C:10](=[CH:11][CH:12]=[C:13]([F:28])[CH:14]=3)[N:9]=2)[CH2:3]1, predict the reactants needed to synthesize it.